Predict the reactants needed to synthesize the given product. From a dataset of Full USPTO retrosynthesis dataset with 1.9M reactions from patents (1976-2016). (1) Given the product [CH3:36][N:28]([CH2:27][CH2:26][O:25][CH2:24][CH2:23][NH:22][C:2]1[C:11]2[C:6](=[CH:7][CH:8]=[CH:9][CH:10]=2)[N:5]=[CH:4][C:3]=1[N+:12]([O-:14])=[O:13])[C:29](=[O:35])[O:30][C:31]([CH3:34])([CH3:32])[CH3:33], predict the reactants needed to synthesize it. The reactants are: Cl[C:2]1[C:11]2[C:6](=[CH:7][CH:8]=[CH:9][CH:10]=2)[N:5]=[CH:4][C:3]=1[N+:12]([O-:14])=[O:13].C(N(CC)CC)C.[NH2:22][CH2:23][CH2:24][O:25][CH2:26][CH2:27][N:28]([CH3:36])[C:29](=[O:35])[O:30][C:31]([CH3:34])([CH3:33])[CH3:32]. (2) Given the product [F:20][C:19]([F:21])([F:22])[C:16]1[CH:15]=[CH:14][C:13]([C:10]2[CH:11]=[CH:12][C:7]([CH:4]([CH2:5][CH3:6])[CH:3]=[O:2])=[CH:8][CH:9]=2)=[CH:18][CH:17]=1, predict the reactants needed to synthesize it. The reactants are: C[O:2][CH:3]=[C:4]([C:7]1[CH:12]=[CH:11][C:10]([C:13]2[CH:18]=[CH:17][C:16]([C:19]([F:22])([F:21])[F:20])=[CH:15][CH:14]=2)=[CH:9][CH:8]=1)[CH2:5][CH3:6].Cl. (3) The reactants are: [BH4-].[Na+].CC1C2C(C)(C)C(C2)CC=1.B(F)(F)F.[C:17]1([CH:23]([C:29]2[CH:34]=[CH:33][CH:32]=[CH:31][CH:30]=2)[N:24]2[CH2:28][CH:27]=[CH:26][CH2:25]2)[CH:22]=[CH:21][CH:20]=[CH:19][CH:18]=1.[OH:35]O.[OH-].[Na+]. Given the product [C:17]1([CH:23]([C:29]2[CH:34]=[CH:33][CH:32]=[CH:31][CH:30]=2)[N:24]2[CH2:28][CH2:27][C@H:26]([OH:35])[CH2:25]2)[CH:18]=[CH:19][CH:20]=[CH:21][CH:22]=1, predict the reactants needed to synthesize it. (4) Given the product [S:9]1[CH:10]=[CH:11][CH:12]=[C:8]1[C:6]1[N:7]=[C:2]([NH:25][C:26]2[CH:31]=[CH:30][C:29]([N:32]3[CH2:33][CH2:34][S:35](=[O:39])(=[O:38])[CH2:36][CH2:37]3)=[CH:28][CH:27]=2)[C:3]2[NH:15][N:14]=[CH:13][C:4]=2[N:5]=1, predict the reactants needed to synthesize it. The reactants are: Cl[C:2]1[C:3]2[C:4](=[CH:13][N:14](CC3C=CC(OC)=CC=3)[N:15]=2)[N:5]=[C:6]([C:8]2[S:9][CH:10]=[CH:11][CH:12]=2)[N:7]=1.[NH2:25][C:26]1[CH:31]=[CH:30][C:29]([N:32]2[CH2:37][CH2:36][S:35](=[O:39])(=[O:38])[CH2:34][CH2:33]2)=[CH:28][CH:27]=1.Cl.